Dataset: Peptide-MHC class I binding affinity with 185,985 pairs from IEDB/IMGT. Task: Regression. Given a peptide amino acid sequence and an MHC pseudo amino acid sequence, predict their binding affinity value. This is MHC class I binding data. (1) The peptide sequence is KTNDFAPAW. The MHC is HLA-B39:01 with pseudo-sequence HLA-B39:01. The binding affinity (normalized) is 0.0847. (2) The peptide sequence is ATHKAPQPA. The MHC is HLA-A02:02 with pseudo-sequence HLA-A02:02. The binding affinity (normalized) is 0.394.